The task is: Predict the product of the given reaction.. This data is from Forward reaction prediction with 1.9M reactions from USPTO patents (1976-2016). (1) Given the reactants [CH3:1][C:2]1[CH2:11][S:10][CH:5]2[CH:6]([NH2:9])[C:7](=[O:8])[N:4]2[C:3]=1[C:12]([OH:14])=[O:13].N12CCCC=C1CCCCN2, predict the reaction product. The product is: [CH3:1][C:2]1[CH2:11][S:10][C@@H:5]2[C@H:6]([NH2:9])[C:7](=[O:8])[N:4]2[C:3]=1[C:12]([OH:14])=[O:13]. (2) Given the reactants [C:1](=[S:4])([O-:3])[CH3:2].C([O-])(=S)C.[K+].CS([O:14][C@H:15]1[CH2:20][CH2:19][O:18][CH2:17][C@H:16]1[CH3:21])(=O)=O, predict the reaction product. The product is: [CH3:21][C@H:16]1[C@@H:15]([OH:14])[CH2:20][CH2:19][O:18][CH2:17]1.[C:1](=[S:4])([O-:3])[CH3:2].